This data is from Catalyst prediction with 721,799 reactions and 888 catalyst types from USPTO. The task is: Predict which catalyst facilitates the given reaction. (1) Reactant: [C-:1]1([CH2:6][NH2:7])[CH:5]=[CH:4][CH:3]=[CH:2]1.[CH-:8]1[CH:12]=[CH:11][CH:10]=[CH:9]1.[Fe+2:13].C1(N=C=NC2CCCCC2)CCCCC1.ON1C2C=CC=CC=2N=N1.[SH:39][CH2:40][CH2:41][CH2:42][CH2:43][CH2:44][CH2:45][CH2:46][CH2:47][CH2:48][CH2:49][C:50](O)=[O:51]. Product: [C-:1]1([CH2:6][NH:7][C:50](=[O:51])[CH2:49][CH2:48][CH2:47][CH2:46][CH2:45][CH2:44][CH2:43][CH2:42][CH2:41][CH2:40][SH:39])[CH:5]=[CH:4][CH:3]=[CH:2]1.[CH-:8]1[CH:12]=[CH:11][CH:10]=[CH:9]1.[Fe+2:13]. The catalyst class is: 21. (2) Product: [P:1]([Cl:4])([Cl:3])([O:15][CH2:14][CH:13]([CH:7]([CH3:6])[CH2:8][C:9]([CH3:10])([CH3:11])[CH3:12])[CH2:16][CH2:17][CH:18]([CH3:24])[CH2:19][C:20]([CH3:22])([CH3:21])[CH3:23])=[O:2]. The catalyst class is: 11. Reactant: [P:1](Cl)([Cl:4])([Cl:3])=[O:2].[CH3:6][CH:7]([CH:13]([CH2:16][CH2:17][CH:18]([CH3:24])[CH2:19][C:20]([CH3:23])([CH3:22])[CH3:21])[CH2:14][OH:15])[CH2:8][C:9]([CH3:12])([CH3:11])[CH3:10].C(N(CC)CC)C. (3) Reactant: [NH2:1][C:2]1[CH:7]=[CH:6][C:5]([N:8]2[CH2:12][C@H:11]([CH2:13][NH:14][C:15]([C:17]3[S:18][C:19]([Cl:22])=[CH:20][CH:21]=3)=[O:16])[O:10][C:9]2=[O:23])=[CH:4][CH:3]=1.[Cl:24][CH2:25][CH2:26][CH2:27][CH2:28][C:29](Cl)=[O:30].C(N(CC)CC)C. Product: [Cl:22][C:19]1[S:18][C:17]([C:15]([NH:14][CH2:13][C@@H:11]2[O:10][C:9](=[O:23])[N:8]([C:5]3[CH:6]=[CH:7][C:2]([NH:1][C:29](=[O:30])[CH2:28][CH2:27][CH2:26][CH2:25][Cl:24])=[CH:3][CH:4]=3)[CH2:12]2)=[O:16])=[CH:21][CH:20]=1. The catalyst class is: 7. (4) Reactant: Cl[C:2]1[N:7]=[C:6]([NH:8][C@@H:9]2[CH2:14][CH2:13][CH2:12][CH2:11][C@H:10]2[N:15]([CH2:20][CH3:21])[S:16]([CH3:19])(=[O:18])=[O:17])[C:5]([Cl:22])=[CH:4][N:3]=1.[CH3:23][O:24][C:25]1[C:26]([NH2:40])=[CH:27][C:28]2[CH2:34][CH2:33][N:32]([CH2:35][CH2:36][O:37][CH3:38])[CH2:31][CH2:30][C:29]=2[CH:39]=1.C12(CS(O)(=O)=O)C(C)(C)C(CC1)CC2=O.C(=O)([O-])[O-]. Product: [Cl:22][C:5]1[C:6]([NH:8][C@@H:9]2[CH2:14][CH2:13][CH2:12][CH2:11][C@H:10]2[N:15]([CH2:20][CH3:21])[S:16]([CH3:19])(=[O:18])=[O:17])=[N:7][C:2]([NH:40][C:26]2[C:25]([O:24][CH3:23])=[CH:39][C:29]3[CH2:30][CH2:31][N:32]([CH2:35][CH2:36][O:37][CH3:38])[CH2:33][CH2:34][C:28]=3[CH:27]=2)=[N:3][CH:4]=1. The catalyst class is: 32.